Dataset: Reaction yield outcomes from USPTO patents with 853,638 reactions. Task: Predict the reaction yield, written as a fraction of the theoretical maximum amount of product (1.0 means a 100% yield; for example, 0.34 means a 34% yield). No catalyst specified. The product is [Cl:1][C:2]1[CH:3]=[C:4]([CH:5]=[CH:6][C:7]=1[Cl:8])[O:9][C:11]1[CH:16]=[CH:15][CH:14]=[CH:13][C:12]=1[N+:17]([O-:19])=[O:18].[Cl:20][C:21]1[CH:22]=[C:23]([CH:32]=[CH:33][C:34]=1[Cl:35])[O:24][C:25]1[CH:31]=[CH:30][CH:29]=[CH:28][C:26]=1[NH:27][C:4]([NH:36][C:37]1[S:38][CH:39]=[CH:40][N:41]=1)=[O:9]. The reactants are [Cl:1][C:2]1[CH:3]=[C:4]([OH:9])[CH:5]=[CH:6][C:7]=1[Cl:8].F[C:11]1[CH:16]=[CH:15][CH:14]=[CH:13][C:12]=1[N+:17]([O-:19])=[O:18].[Cl:20][C:21]1[CH:22]=[C:23]([CH:32]=[CH:33][C:34]=1[Cl:35])[O:24][C:25]1[CH:31]=[CH:30][CH:29]=[CH:28][C:26]=1[NH2:27].[NH2:36][C:37]1[S:38][CH:39]=[CH:40][N:41]=1. The yield is 0.810.